This data is from Forward reaction prediction with 1.9M reactions from USPTO patents (1976-2016). The task is: Predict the product of the given reaction. (1) The product is: [C:7]([O:11][C:12]([N:14]1[C:19]([CH3:21])([CH3:20])[CH2:18][CH2:17][O:16][S:15]1(=[O:24])=[O:22])=[O:13])([CH3:10])([CH3:8])[CH3:9]. Given the reactants I([O-])(=O)(=O)=O.[Na+].[C:7]([O:11][C:12]([N:14]1[C:19]([CH3:21])([CH3:20])[CH2:18][CH2:17][O:16][S:15]1=[O:22])=[O:13])([CH3:10])([CH3:9])[CH3:8].P([O-])([O-])(O)=[O:24].[Na+].[Na+].Cl, predict the reaction product. (2) Given the reactants Cl[C:2]1[N:7]=[C:6]([O:8][CH3:9])[N:5]=[C:4]([NH:10][C:11]2[CH:16]=[CH:15][C:14]([N:17]3[CH:21]=[C:20]([CH3:22])[N:19]=[CH:18]3)=[C:13]([O:23][CH3:24])[CH:12]=2)[N:3]=1.[Cl:25][C:26]1[CH:32]=[CH:31][C:29]([NH2:30])=[CH:28][CH:27]=1, predict the reaction product. The product is: [Cl:25][C:26]1[CH:32]=[CH:31][C:29]([NH:30][C:2]2[N:3]=[C:4]([NH:10][C:11]3[CH:16]=[CH:15][C:14]([N:17]4[CH:21]=[C:20]([CH3:22])[N:19]=[CH:18]4)=[C:13]([O:23][CH3:24])[CH:12]=3)[N:5]=[C:6]([O:8][CH3:9])[N:7]=2)=[CH:28][CH:27]=1. (3) Given the reactants [H-].[H-].[H-].[H-].[Li+].[Al+3].[NH2:7][C@@H:8]([C:12]1[CH:17]=[CH:16][C:15]([F:18])=[CH:14][CH:13]=1)[C:9](O)=[O:10], predict the reaction product. The product is: [NH2:7][C@@H:8]([C:12]1[CH:17]=[CH:16][C:15]([F:18])=[CH:14][CH:13]=1)[CH2:9][OH:10].